Dataset: Catalyst prediction with 721,799 reactions and 888 catalyst types from USPTO. Task: Predict which catalyst facilitates the given reaction. (1) Reactant: C[Si](C)(C)[N-][Si](C)(C)C.[Li+].[F:11][CH:12]([C:25]1[CH:29]=[C:28]([CH3:30])[N:27]([CH:31]2[CH2:36][CH2:35][CH2:34][CH2:33][O:32]2)[N:26]=1)S(C1SC2C=CC=CC=2N=1)(=O)=O.[CH:37]([C:39]1[CH:44]=[CH:43][C:42]([S:45][C:46]([CH3:55])([CH3:54])[C:47]([O:49][C:50]([CH3:53])([CH3:52])[CH3:51])=[O:48])=[CH:41][CH:40]=1)=O.[Cl-].[NH4+]. Product: [F:11]/[C:12](/[C:25]1[CH:29]=[C:28]([CH3:30])[N:27]([CH:31]2[CH2:36][CH2:35][CH2:34][CH2:33][O:32]2)[N:26]=1)=[CH:37]\[C:39]1[CH:40]=[CH:41][C:42]([S:45][C:46]([CH3:55])([CH3:54])[C:47]([O:49][C:50]([CH3:53])([CH3:52])[CH3:51])=[O:48])=[CH:43][CH:44]=1. The catalyst class is: 1. (2) Reactant: [Cl:1][C:2]1[CH:17]=[CH:16][CH:15]=[CH:14][C:3]=1[O:4][CH2:5][C:6]1[O:10][N:9]=[C:8]([C:11]([OH:13])=O)[CH:7]=1.C(N(CC)CC)C.Cl.C(N=C=NCCCN(C)C)C.ON1C2C=CC=CC=2N=N1.[O:47]1[CH2:51][CH2:50][CH:49]([CH2:52][NH2:53])[CH2:48]1. The catalyst class is: 145. Product: [O:47]1[CH2:51][CH2:50][CH:49]([CH2:52][NH:53][C:11]([C:8]2[CH:7]=[C:6]([CH2:5][O:4][C:3]3[CH:14]=[CH:15][CH:16]=[CH:17][C:2]=3[Cl:1])[O:10][N:9]=2)=[O:13])[CH2:48]1. (3) Reactant: [F:1][C:2]1([F:15])[O:6][C:5]2[CH:7]=[CH:8][C:9]([C:11](OC)=[O:12])=[CH:10][C:4]=2[O:3]1.[H-].[Al+3].[Li+].[H-].[H-].[H-].O.[OH-].[Na+]. Product: [F:15][C:2]1([F:1])[O:6][C:5]2[CH:7]=[CH:8][C:9]([CH2:11][OH:12])=[CH:10][C:4]=2[O:3]1. The catalyst class is: 7. (4) Reactant: [Br:1][C:2]1[CH:3]=[C:4]([CH:9]2[C:18]3[C:17](=[S:19])[NH:16][CH:15]=[CH:14][C:13]=3[NH:12][C:11]([CH3:20])=[C:10]2[C:21]#[N:22])[CH:5]=[CH:6][C:7]=1[F:8].[C:23]([O-])(=O)C.[Na+].IC. Product: [Br:1][C:2]1[CH:3]=[C:4]([CH:9]2[C:18]3[C:13](=[CH:14][CH:15]=[N:16][C:17]=3[S:19][CH3:23])[NH:12][C:11]([CH3:20])=[C:10]2[C:21]#[N:22])[CH:5]=[CH:6][C:7]=1[F:8]. The catalyst class is: 8. (5) Reactant: C[O:2][C:3]1[C:8]2[N:9]=[CH:10][S:11][C:7]=2[CH:6]=[C:5]([C:12]([O:14][CH3:15])=[O:13])[CH:4]=1.B(Br)(Br)Br. Product: [OH:2][C:3]1[C:8]2[N:9]=[CH:10][S:11][C:7]=2[CH:6]=[C:5]([C:12]([O:14][CH3:15])=[O:13])[CH:4]=1. The catalyst class is: 2. (6) Reactant: [CH3:1][N:2]([C:15]1[CH:16]=[CH:17][CH:18]=[C:19]2[C:23]=1[NH:22][C:21]([C:24]1[S:25][CH:26]=[CH:27][N:28]=1)=[CH:20]2)[S:3]([C:6]1[CH:10]=[CH:9][S:8][C:7]=1[C:11]([O:13]C)=[O:12])(=[O:5])=[O:4].[OH-].[Na+]. Product: [CH3:1][N:2]([C:15]1[CH:16]=[CH:17][CH:18]=[C:19]2[C:23]=1[NH:22][C:21]([C:24]1[S:25][CH:26]=[CH:27][N:28]=1)=[CH:20]2)[S:3]([C:6]1[CH:10]=[CH:9][S:8][C:7]=1[C:11]([OH:13])=[O:12])(=[O:5])=[O:4]. The catalyst class is: 111. (7) Reactant: Br[C:2]1[CH:3]=[C:4]2[C:9](=[N:10][CH:11]=1)[N:8]([CH2:12][CH3:13])[CH:7]=[C:6]([C:14]([O:16][CH2:17][CH2:18][CH2:19][OH:20])=[O:15])[C:5]2=[O:21].[CH2:22]([NH:24][C:25](=[O:45])[NH:26][C:27]1[N:32]=[CH:31][C:30](B(O)O)=[C:29]([C:36]2[S:37][CH:38]=[C:39]([C:41]([F:44])([F:43])[F:42])[N:40]=2)[CH:28]=1)[CH3:23].C(=O)([O-])[O-].[Na+].[Na+]. The catalyst class is: 9. Product: [CH2:12]([N:8]1[C:9]2[C:4](=[CH:3][C:2]([C:30]3[CH:31]=[N:32][C:27]([NH:26][C:25](=[O:45])[NH:24][CH2:22][CH3:23])=[CH:28][C:29]=3[C:36]3[S:37][CH:38]=[C:39]([C:41]([F:44])([F:42])[F:43])[N:40]=3)=[CH:11][N:10]=2)[C:5](=[O:21])[C:6]([C:14]([O:16][CH2:17][CH2:18][CH2:19][OH:20])=[O:15])=[CH:7]1)[CH3:13]. (8) Reactant: [CH3:1][C:2]1[CH:7]=[CH:6][CH:5]=[C:4]([CH3:8])[C:3]=1[N:9]1[CH:13]=[C:12]([CH:14]=O)[C:11]([CH3:16])=[N:10]1.[Cl:17][C:18]1[S:22][C:21]2[C:23]3([O:29][CH2:30][C:31]([F:33])([F:32])[C:20]=2[CH:19]=1)[CH2:28][CH2:27][NH:26][CH2:25][CH2:24]3.C(O)(=O)C.C(O[BH-](OC(=O)C)OC(=O)C)(=O)C.[Na+]. Product: [Cl:17][C:18]1[S:22][C:21]2[C:23]3([CH2:24][CH2:25][N:26]([CH2:14][C:12]4[C:11]([CH3:16])=[N:10][N:9]([C:3]5[C:2]([CH3:1])=[CH:7][CH:6]=[CH:5][C:4]=5[CH3:8])[CH:13]=4)[CH2:27][CH2:28]3)[O:29][CH2:30][C:31]([F:33])([F:32])[C:20]=2[CH:19]=1. The catalyst class is: 525. (9) Reactant: FC(F)(F)C([N:5]([CH2:15][CH:16]1[CH2:21][CH2:20][N:19]([CH2:22][CH2:23][OH:24])[CH2:18][CH2:17]1)[C@@H:6]1[CH2:8][C@H:7]1[C:9]1[CH:14]=[CH:13][CH:12]=[CH:11][CH:10]=1)=O.[OH-].[Na+].C(OCC)(=O)C. Product: [C:9]1([C@@H:7]2[CH2:8][C@H:6]2[NH:5][CH2:15][CH:16]2[CH2:21][CH2:20][N:19]([CH2:22][CH2:23][OH:24])[CH2:18][CH2:17]2)[CH:10]=[CH:11][CH:12]=[CH:13][CH:14]=1. The catalyst class is: 8. (10) Reactant: [C:1]([O:5][C:6]([NH:8][CH2:9][CH2:10][N:11]([CH2:29][CH2:30][NH:31][C:32]([O:34][C:35]([CH3:38])([CH3:37])[CH3:36])=[O:33])[C:12]([CH2:14][CH2:15][C@H:16]([NH:21][C:22]([O:24][C:25]([CH3:28])([CH3:27])[CH3:26])=[O:23])[C:17]([O:19]C)=[O:18])=[S:13])=[O:7])([CH3:4])([CH3:3])[CH3:2].[OH-].[Na+]. Product: [C:35]([O:34][C:32]([NH:31][CH2:30][CH2:29][N:11]([CH2:10][CH2:9][NH:8][C:6]([O:5][C:1]([CH3:4])([CH3:3])[CH3:2])=[O:7])[C:12]([CH2:14][CH2:15][C@H:16]([NH:21][C:22]([O:24][C:25]([CH3:28])([CH3:26])[CH3:27])=[O:23])[C:17]([OH:19])=[O:18])=[S:13])=[O:33])([CH3:36])([CH3:37])[CH3:38]. The catalyst class is: 5.